This data is from Peptide-MHC class II binding affinity with 134,281 pairs from IEDB. The task is: Regression. Given a peptide amino acid sequence and an MHC pseudo amino acid sequence, predict their binding affinity value. This is MHC class II binding data. (1) The peptide sequence is MFFVKNPTDTGHGTV. The MHC is DRB1_0404 with pseudo-sequence DRB1_0404. The binding affinity (normalized) is 0.609. (2) The peptide sequence is PTSENNAHHVCWLEA. The MHC is DRB1_0404 with pseudo-sequence DRB1_0404. The binding affinity (normalized) is 0. (3) The peptide sequence is SAGRSRRSRRAIDLP. The MHC is DRB1_0404 with pseudo-sequence DRB1_0404. The binding affinity (normalized) is 0.177. (4) The peptide sequence is NMVVERLGDYLVEQG. The MHC is DRB1_1101 with pseudo-sequence DRB1_1101. The binding affinity (normalized) is 0.204. (5) The peptide sequence is EPIAAYHFDLSGIAF. The MHC is HLA-DPA10301-DPB10402 with pseudo-sequence HLA-DPA10301-DPB10402. The binding affinity (normalized) is 0.350.